From a dataset of Forward reaction prediction with 1.9M reactions from USPTO patents (1976-2016). Predict the product of the given reaction. (1) Given the reactants [NH2:1][C@H:2]([CH3:10])[CH2:3][CH2:4][NH:5][CH2:6][CH:7]([CH3:9])[CH3:8].C[C@@H](NC(=O)OC(C)(C)C)CCNCC(C)C.[ClH:28], predict the reaction product. The product is: [ClH:28].[ClH:28].[NH2:1][C@H:2]([CH3:10])[CH2:3][CH2:4][NH:5][CH2:6][CH:7]([CH3:9])[CH3:8]. (2) Given the reactants [F:1][C:2]1[CH:3]=[C:4]2[C:8](=[CH:9][CH:10]=1)[N:7]([C:11]1[N:12]=[C:13]([OH:23])[C:14]3[C:19]([CH3:21])([CH3:20])[C:18](=[O:22])[NH:17][C:15]=3[N:16]=1)[N:6]=[C:5]2[CH2:24][C:25]1[CH:30]=[CH:29][CH:28]=[CH:27][C:26]=1[F:31].[F:32][C:33]([F:38])([F:37])[CH2:34][CH2:35]O.C1(P(C2C=CC=CC=2)C2C=CC=CC=2)C=CC=CC=1.N(C(OC(C)C)=O)=NC(OC(C)C)=O, predict the reaction product. The product is: [F:1][C:2]1[CH:3]=[C:4]2[C:8](=[CH:9][CH:10]=1)[N:7]([C:11]1[N:12]=[C:13]([O:23][CH2:35][CH2:34][C:33]([F:38])([F:37])[F:32])[C:14]3[C:19]([CH3:21])([CH3:20])[C:18](=[O:22])[NH:17][C:15]=3[N:16]=1)[N:6]=[C:5]2[CH2:24][C:25]1[CH:30]=[CH:29][CH:28]=[CH:27][C:26]=1[F:31]. (3) Given the reactants [O:1]1[C:5]2([CH2:10][CH2:9][C:8](=O)[CH2:7][CH2:6]2)[O:4][CH2:3][CH2:2]1.[CH2:12]([O:14][CH:15]([O:18][CH2:19][CH3:20])[CH2:16][NH2:17])[CH3:13], predict the reaction product. The product is: [CH2:12]([O:14][CH:15]([O:18][CH2:19][CH3:20])[CH2:16][NH:17][CH:8]1[CH2:9][CH2:10][C:5]2([O:4][CH2:3][CH2:2][O:1]2)[CH2:6][CH2:7]1)[CH3:13]. (4) Given the reactants [Cl:1][CH2:2][C:3](Cl)=[O:4].[Cl:6][C:7]1[C:8]([NH2:30])=[C:9]2[C:14](=[CH:15][CH:16]=1)[N:13]=[C:12]([C:17]1[CH:21]=[CH:20][N:19]([CH2:22][O:23][CH2:24][CH2:25][Si:26]([CH3:29])([CH3:28])[CH3:27])[N:18]=1)[CH:11]=[CH:10]2.C(=O)([O-])[O-].[K+].[K+], predict the reaction product. The product is: [Cl:1][CH2:2][C:3]([NH:30][C:8]1[C:7]([Cl:6])=[CH:16][CH:15]=[C:14]2[C:9]=1[CH:10]=[CH:11][C:12]([C:17]1[CH:21]=[CH:20][N:19]([CH2:22][O:23][CH2:24][CH2:25][Si:26]([CH3:29])([CH3:28])[CH3:27])[N:18]=1)=[N:13]2)=[O:4]. (5) Given the reactants C(O[C@@H]1[C@H](OC(=O)C)[C@@H](COC(=O)C)O[C@H]1[N:19]1[CH:27]=[N:26][C:25]2[C:20]1=[N:21][C:22]([Cl:36])=[N:23][C:24]=2[N:28]1[CH:32]=[CH:31][N:30]=[C:29]1[CH2:33][CH2:34][CH3:35])(=O)C.C(Cl)(C)=O, predict the reaction product. The product is: [Cl:36][C:22]1[N:21]=[C:20]2[C:25]([NH:26][CH:27]=[N:19]2)=[C:24]([N:28]2[CH:32]=[CH:31][N:30]=[C:29]2[CH2:33][CH2:34][CH3:35])[N:23]=1. (6) The product is: [C:18]([O:12][CH3:11])(=[O:19])[CH3:20].[Cl:16][CH2:17][C:18]1[N:13]=[C:11](/[CH:10]=[CH:9]/[C:6]2[CH:5]=[CH:4][C:3]([C:2]([F:14])([F:15])[F:1])=[CH:8][CH:7]=2)[O:12][CH:20]=1. Given the reactants [F:1][C:2]([F:15])([F:14])[C:3]1[CH:8]=[CH:7][C:6](/[CH:9]=[CH:10]/[C:11]([NH2:13])=[O:12])=[CH:5][CH:4]=1.[Cl:16][CH2:17][C:18]([CH2:20]Cl)=[O:19].O, predict the reaction product. (7) Given the reactants C(OC(=O)C)(=[O:3])C.[C:8]([O:11][CH:12]1[CH2:17][CH2:16][CH:15]([C:18](=[O:37])[CH2:19][N:20]2[C:29]3[C:24](=[CH:25][N+:26]([O-])=[CH:27][CH:28]=3)[C:23]3[CH:31]=[C:32]([F:35])[CH:33]=[CH:34][C:22]=3[C:21]2=[O:36])[CH2:14][CH2:13]1)(=[O:10])[CH3:9].O, predict the reaction product. The product is: [C:8]([O:11][CH:12]1[CH2:17][CH2:16][CH:15]([C:18](=[O:37])[CH2:19][N:20]2[C:29]3[CH:28]=[CH:27][NH:26][C:25](=[O:3])[C:24]=3[C:23]3[CH:31]=[C:32]([F:35])[CH:33]=[CH:34][C:22]=3[C:21]2=[O:36])[CH2:14][CH2:13]1)(=[O:10])[CH3:9]. (8) Given the reactants [CH3:1][CH:2]([CH3:33])[C:3]([NH:5][C:6]1[CH:11]=[CH:10][CH:9]=[C:8]([CH:12]2[CH2:17][CH2:16][N:15]([CH2:18][CH2:19][CH2:20][CH2:21][C:22]([C:24]3[CH:29]=[CH:28][CH:27]=[C:26]([N+:30]([O-:32])=[O:31])[CH:25]=3)=O)[CH2:14][CH2:13]2)[CH:7]=1)=[O:4].Cl.[CH3:35][C:36]1[CH:41]=[CH:40][C:39]([NH:42]N)=[CH:38][CH:37]=1, predict the reaction product. The product is: [CH3:1][CH:2]([CH3:33])[C:3]([NH:5][C:6]1[CH:11]=[CH:10][CH:9]=[C:8]([CH:12]2[CH2:17][CH2:16][N:15]([CH2:18][CH2:19][CH2:20][C:21]3[C:40]4[C:39](=[CH:38][CH:37]=[C:36]([CH3:35])[CH:41]=4)[NH:42][C:22]=3[C:24]3[CH:29]=[CH:28][CH:27]=[C:26]([N+:30]([O-:32])=[O:31])[CH:25]=3)[CH2:14][CH2:13]2)[CH:7]=1)=[O:4]. (9) Given the reactants [CH2:1]([N:8]([CH3:23])[CH:9]1CO[CH2:13][CH2:12][N:11]([C:16]([O:18][C:19]([CH3:22])([CH3:21])[CH3:20])=[O:17])[CH2:10]1)[C:2]1[CH:7]=[CH:6][CH:5]=[CH:4][CH:3]=1.[O:24]=[C:25]1COCCN(C(OC(C)(C)C)=O)C1.CNCC1C=CC=CC=1.C(O[BH-](OC(=O)C)OC(=O)C)(=O)C.[Na+], predict the reaction product. The product is: [CH2:1]([N:8]([CH:9]1[CH2:10][N:11]([C:16]([O:18][C:19]([CH3:20])([CH3:21])[CH3:22])=[O:17])[CH2:12][CH2:13][CH2:25][O:24]1)[CH3:23])[C:2]1[CH:3]=[CH:4][CH:5]=[CH:6][CH:7]=1. (10) Given the reactants C([O:3][C:4](=O)/[CH:5]=[CH:6]/[C:7]1[CH:12]=[C:11]([C:13]([F:16])([F:15])[F:14])[CH:10]=[CH:9][C:8]=1[C:17]([F:20])([F:19])[F:18])C.[H-].C([Al+]CC(C)C)C(C)C.CO.O, predict the reaction product. The product is: [F:18][C:17]([F:19])([F:20])[C:8]1[CH:9]=[CH:10][C:11]([C:13]([F:14])([F:15])[F:16])=[CH:12][C:7]=1/[CH:6]=[CH:5]/[CH2:4][OH:3].